This data is from Peptide-MHC class I binding affinity with 185,985 pairs from IEDB/IMGT. The task is: Regression. Given a peptide amino acid sequence and an MHC pseudo amino acid sequence, predict their binding affinity value. This is MHC class I binding data. (1) The peptide sequence is LVKTESWIL. The MHC is HLA-B58:01 with pseudo-sequence HLA-B58:01. The binding affinity (normalized) is 0.0847. (2) The peptide sequence is SLKLLNTR. The MHC is H-2-Db with pseudo-sequence H-2-Db. The binding affinity (normalized) is 0. (3) The peptide sequence is VIVADDLTA. The MHC is H-2-Ld with pseudo-sequence H-2-Ld. The binding affinity (normalized) is 0.0883. (4) The peptide sequence is PSVNEYHMLK. The MHC is HLA-A31:01 with pseudo-sequence HLA-A31:01. The binding affinity (normalized) is 0.444.